The task is: Predict which catalyst facilitates the given reaction.. This data is from Catalyst prediction with 721,799 reactions and 888 catalyst types from USPTO. (1) Reactant: [Cl:1][C:2]1[CH:7]=[CH:6][C:5]([CH:8]([C:23]2[CH:28]=[CH:27][CH:26]=[CH:25][CH:24]=2)[O:9][C:10]2[CH:19]=[CH:18][C:17]([N+:20]([O-])=O)=[CH:16][C:11]=2[C:12]([O:14][CH3:15])=[O:13])=[CH:4][CH:3]=1.[Cl-].[Ca+2].[Cl-]. Product: [NH2:20][C:17]1[CH:18]=[CH:19][C:10]([O:9][CH:8]([C:5]2[CH:4]=[CH:3][C:2]([Cl:1])=[CH:7][CH:6]=2)[C:23]2[CH:28]=[CH:27][CH:26]=[CH:25][CH:24]=2)=[C:11]([CH:16]=1)[C:12]([O:14][CH3:15])=[O:13]. The catalyst class is: 190. (2) Reactant: [S:1]1[CH:5]=[CH:4][CH:3]=[C:2]1[C:6]1[CH:7]=[C:8]([CH:11]=O)[NH:9][N:10]=1.[CH3:13][C:14]1[C:19]([CH3:20])=[CH:18][C:17]([NH2:21])=[C:16]([NH2:22])[CH:15]=1.S(S([O-])=O)([O-])(=O)=O.[Na+].[Na+]. Product: [CH3:13][C:14]1[C:19]([CH3:20])=[CH:18][C:17]2[NH:21][C:11]([C:8]3[NH:9][N:10]=[C:6]([C:2]4[S:1][CH:5]=[CH:4][CH:3]=4)[CH:7]=3)=[N:22][C:16]=2[CH:15]=1. The catalyst class is: 8.